Dataset: Experimentally validated miRNA-target interactions with 360,000+ pairs, plus equal number of negative samples. Task: Binary Classification. Given a miRNA mature sequence and a target amino acid sequence, predict their likelihood of interaction. (1) The miRNA is mmu-miR-186-5p with sequence CAAAGAAUUCUCCUUUUGGGCU. The protein sequence of the target gene is MSCLLNNMVLMGLALLVCGVQAFFLPNTTSLEKLLSKYQHAEPHSRVRRAIPMSDRQEILMLHNKLRGQVYPPASNMEHMTWDEELERSAAAWAHRCLWEHGPAGLLRSIGQNLAVHWGRYRSPGFHVQSWYDEVKDYTYPYPHECTPRCRERCSGPMCTHYTQMVWATTNKIGCAVHTCRNMNVWGDTWENAVYLVCNYSPKGNWIGEAPYKHGRPCSECPSSYGGGCLNNLCHRAEKPHKHKPEVDMMNEVESPPAPEETHVWVQPRVIKTKKTPVINFMTQVVHCDTKMKDSCKGST.... Result: 1 (interaction). (2) The miRNA is hsa-miR-548ah-3p with sequence CAAAAACUGCAGUUACUUUUGC. The protein sequence of the target gene is MSERGIKWACEYCTYENWPSAIKCTMCRAQRPSGTIITEDPFKSGSSDVGRDWDPSSTEGGSSPLICPDSSARPRVKSSYSMENANKWSCHMCTYLNWPRAIRCTQCLSQRRTRSPTESPQSSGSGSRPVAFSVDPCEEYNDRNKLNTRTQHWTCSVCTYENWAKAKRCVVCDHPRPNNIEAIELAETEEASSIINEQDRARWRGSCSSGNSQRRSPPATKRDSEVKMDFQRIELAGAVGSKEELEVDFKKLKQIKNRMKKTDWLFLNACVGVVEGDLAAIEAYKSSGGDIARQLTADEV.... Result: 1 (interaction). (3) The miRNA is hsa-miR-494-3p with sequence UGAAACAUACACGGGAAACCUC. The protein sequence of the target gene is MAPPSVPLVLLLVLLLSLAETPASAPAHRGRGGWTLNSAGYLLGPVLHLPQMGDQDGKRETALEILDLWKAIDGLPYSHPPQPSKRNVMETFAKPEIGDLGMLSMKIPKEEDVLKS. Result: 1 (interaction). (4) Result: 1 (interaction). The protein sequence of the target gene is MFISLWEFFYGHFFRFWMKWLLRQMTGKCELQRIFDTYVGAQRTHRIENSLTYSKNKVLQKATHVVQSEVDKYVDDIMKEKNINPEKDASFKICMKMCLLQITGYKQLYLDVESVRKRPYDSDNLQHEELLMKLWNLLMPTKKLNARISKQWAEIGFQGDDPKTDFRGMGILGLINLVYFSENYTSEAHQILSRSNHPKLGYSYAIVGINLTEMAYSLLKSEALKFHLYNLVPGIPTMEHFHQFYCYLVYEFDKFWFEEEPESIMYFNLYREKFHEKIKGLLLDCNVALTLKV. The miRNA is hsa-miR-4733-5p with sequence AAUCCCAAUGCUAGACCCGGUG. (5) The miRNA is hsa-miR-767-3p with sequence UCUGCUCAUACCCCAUGGUUUCU. The protein sequence of the target gene is MGGIMAPKDIMTNTHAKSILNSMNSLRKSNTLCDVTLRVEQKDFPAHRIVLAACSDYFCAMFTSELSEKGKPYVDIQGLTASTMEILLDFVYTETVHVTVENVQELLPAACLLQLKGVKQACCEFLESQLDPSNCLGIRDFAETHNCVDLMQAAEVFSQKHFPEVVQHEEFILLSQGEVEKLIKCDEIQVDSEEPVFEAVINWVKHAKKEREESLPNLLQYVRMPLLTPRYITDVIDAEPFIRCSLQCRDLVDEAKKFHLRPELRSQMQGPRTRARLGANEVLLVVGGFGSQQSPIDVVE.... Result: 0 (no interaction). (6) The miRNA is mmu-miR-1224-5p with sequence GUGAGGACUGGGGAGGUGGAG. The protein sequence of the target gene is MAFPPSPLAMEYVNDFDLMKFEIKREPSEGRSGVPTASLGSTPYSSVPPSPTFSEPGMVGGGEAPRPGLEELYWLATLQQQLGSDEVLGLSPDEAVELLQNQGPVSMEGPLGYYSGSPGETGAQHVQLPERFSDAALVSMSVRELNRQLRGCGRDEALRLKQRRRTLKNRGYAQACRSKRLQQRRGLEAERARLAAQLDALRAEVARLARERDLYKARCDRLTSGGPGSDDHTHLFL. Result: 0 (no interaction). (7) The miRNA is hsa-miR-454-3p with sequence UAGUGCAAUAUUGCUUAUAGGGU. The protein sequence of the target gene is MMNNSGYSDAGLGLGDETDEMPSTEKDLAEDAPWKKIQQNTFTRWCNEHLKCVGKRLTDLQRDLSDGLRLIALLEVLSQKRMYRKFHPRPNFRQMKLENVSVALEFLEREHIKLVSIDSKAIVDGNLKLILGLIWTLILHYSISMPMWEDEDDEDARKQTPKQRLLGWIQNKVPQLPITNFNRDWQDGKALGALVDNCAPGLCPDWEAWDPNQPVENAREAMQQADDWLGVPQVIAPEEIVDPNVDEHSVMTYLSQFPKAKLKPGAPVRSKQLNPKKAIAYGPGIEPQGNTVLQPAHFTV.... Result: 1 (interaction). (8) The miRNA is mmu-miR-652-3p with sequence AAUGGCGCCACUAGGGUUGUG. The protein sequence of the target gene is MAARDATSGSLSEESSALDLPSACDIRDYVLQGPSQEANSEAFSSLEFHSFPYSSDVDPDTSNLNIEQNNSWTAENFWLDPAVKGQSEKEEDDGLRKSLDRFYEMFGHPQPGSANSLSASVCKCLSQKITQLRGQESQKYALRSFQMARVIFNRDGCSVLQRHSRDTHFYPLEEGSTSLDDEKPNPGLSKDITHFLLQQNVMKDL. Result: 0 (no interaction).